Dataset: Human Reference Interactome with 51,813 positive PPI pairs across 8,248 proteins, plus equal number of experimentally-validated negative pairs. Task: Binary Classification. Given two protein amino acid sequences, predict whether they physically interact or not. (1) Protein 2 (ENSG00000159596) has sequence MLRFIQKFSQASSKILKYSFPVGLRTSRTDILSLKMSLQQNFSPCPRPWLSSSFPAYMSKTQCYHTSPCSFKKQQKQALLARPSSTITYLTDSPKPALCVTLAGLIPFVAPPLVMLMTKTYIPILAFTQMAYGASFLSFLGGIRWGFALPEGSPAKPDYLNLASSAAPLFFSWFAFLISERLSEAIVTVIMGMGVAFHLELFLLPHYPNWFKALRIVVTLLATFSFIITLVVKSSFPEKGHKRPGQV*. Result: 0 (the proteins do not interact). Protein 1 (ENSG00000091428) has sequence MLYKKYRQYMAGLLAPPYGVMETGSNNDRIPDKENTPLIEPHVPLRPANTITKVPSEKILRAGKILRNAILSRAPHMIRDRKYHLKTYRQCCVGTELVDWMMQQTPCVHSRTQAVGMWQVLLEDGVLNHVDQEHHFQDKYLFYRFLDDEHEDAPLPTEEEKKECDEELQDTMLLLSQMGPDAHMRMILRKPPGQRTVDDLEIIYEELLHIKALSHLSTTVKRELAGVLIFESHAKGGTVLFNQGEEGTSWYIILKGSVNVVIYGKGVVCTLHEGDDFGKLALVNDAPRAASIVLREDNCH.... (2) Protein 1 (ENSG00000052850) has sequence MNAETCVSYCESPAAAMDAYYSPVSQSREGSSPFRAFPGGDKFGTTFLSAAAKAQGFGDAKSRARYGAGQQDLATPLESGAGARGSFNKFQPQPSTPQPQPPPQPQPQQQQPQPQPPAQPHLYLQRGACKTPPDGSLKLQEGSSGHSAALQVPCYAKESSLGEPELPPDSDTVGMDSSYLSVKEAGVKGPQDRASSDLPSPLEKADSESNKGKKRRNRTTFTSYQLEELEKVFQKTHYPDVYAREQLAMRTDLTEARVQVWFQNRRAKWRKRERFGQMQQVRTHFSTAYELPLLTRAENY.... Protein 2 (ENSG00000221946) has sequence MATPTQTPTKAPEEPDPFYYDYNTVQTVGMTLATILFLLGILIVISKKVKCRKADSRSESPTCKSCKSELPSSAPGGGGV*MATPTQTPTKAPEEPDPFYYDYNTVQTVGMTLATILFLLGILIVISKKVKCRKADSSPTCKSCKSELPSSAPGGGGV*MATPTQTPTKAPEEPDPFYYDYNTVQTVGMTLATILFLLGILIVISKCDPFLGCLSLRFLCWLSSISYPLCPVFLFCLSLPTGKKVKCRKADSRSESPTCKSCKSELPSSAPGGGGV*. Result: 0 (the proteins do not interact).